Dataset: Forward reaction prediction with 1.9M reactions from USPTO patents (1976-2016). Task: Predict the product of the given reaction. (1) Given the reactants [NH2:1][C:2]1[CH:7]=[CH:6][N:5]=[CH:4][C:3]=1[NH:8][C:9]([C:11]1[C:12](=[O:18])[NH:13][CH:14]=[CH:15][C:16]=1[I:17])=O.O=P(Cl)(Cl)Cl.C(=O)(O)[O-].[Na+], predict the reaction product. The product is: [NH:1]1[C:2]2[CH:7]=[CH:6][N:5]=[CH:4][C:3]=2[N:8]=[C:9]1[C:11]1[C:12](=[O:18])[NH:13][CH:14]=[CH:15][C:16]=1[I:17]. (2) Given the reactants [NH2:1][C:2]1[CH:29]=[CH:28][C:5]([O:6][C:7]2[N:12]=[CH:11][N:10]=[C:9]([NH:13][C:14]3[CH:19]=[CH:18][C:17]([O:20][CH2:21][C:22]4[CH:27]=[CH:26][CH:25]=[CH:24][CH:23]=4)=[CH:16][CH:15]=3)[CH:8]=2)=[C:4]([F:30])[CH:3]=1.FC1C=C(N[C:55](=[O:67])[CH2:56][C:57]([NH:59][C:60]2[CH:65]=[CH:64][C:63]([F:66])=[CH:62][CH:61]=2)=[O:58])C=CC=1OC1C=CN=C(NCCN2CCOCC2)C=1.CN(C(ON1N=NC2C=CC=CC1=2)=[N+](C)C)C.[B-](F)(F)(F)F.CCN(C(C)C)C(C)C.COC1C=CC(CNC2N=C(OC3C=CC(NC(=O)CC(NC4C=CC(F)=CC=4)=O)=CC=3F)C=CN=2)=CC=1, predict the reaction product. The product is: [CH2:21]([O:20][C:17]1[CH:16]=[CH:15][C:14]([NH:13][C:9]2[N:10]=[CH:11][N:12]=[C:7]([O:6][C:5]3[CH:28]=[CH:29][C:2]([NH:1][C:55](=[O:67])[CH2:56][C:57]([NH:59][C:60]4[CH:65]=[CH:64][C:63]([F:66])=[CH:62][CH:61]=4)=[O:58])=[CH:3][C:4]=3[F:30])[CH:8]=2)=[CH:19][CH:18]=1)[C:22]1[CH:27]=[CH:26][CH:25]=[CH:24][CH:23]=1. (3) Given the reactants [CH3:1][C:2]1[N:6]=[C:5]([N:7]2[CH2:12][CH2:11][C:10](=O)[CH2:9][CH2:8]2)[S:4][N:3]=1.[F:14][C:15]([F:30])([F:29])[C:16]1[CH:17]=[C:18]([CH:26]=[CH:27][CH:28]=1)[CH2:19][N:20]1[CH:24]=[N:23][C:22]([NH2:25])=[N:21]1, predict the reaction product. The product is: [CH3:1][C:2]1[N:6]=[C:5]([N:7]2[CH2:12][CH2:11][CH:10]([NH:25][C:22]3[N:23]=[CH:24][N:20]([CH2:19][C:18]4[CH:26]=[CH:27][CH:28]=[C:16]([C:15]([F:30])([F:14])[F:29])[CH:17]=4)[N:21]=3)[CH2:9][CH2:8]2)[S:4][N:3]=1.